This data is from NCI-60 drug combinations with 297,098 pairs across 59 cell lines. The task is: Regression. Given two drug SMILES strings and cell line genomic features, predict the synergy score measuring deviation from expected non-interaction effect. (1) Drug 1: CC1=C2C(C(=O)C3(C(CC4C(C3C(C(C2(C)C)(CC1OC(=O)C(C(C5=CC=CC=C5)NC(=O)OC(C)(C)C)O)O)OC(=O)C6=CC=CC=C6)(CO4)OC(=O)C)OC)C)OC. Drug 2: CC1CCCC2(C(O2)CC(NC(=O)CC(C(C(=O)C(C1O)C)(C)C)O)C(=CC3=CSC(=N3)C)C)C. Cell line: OVCAR-5. Synergy scores: CSS=51.7, Synergy_ZIP=3.65, Synergy_Bliss=3.23, Synergy_Loewe=-4.03, Synergy_HSA=2.76. (2) Drug 1: C(=O)(N)NO. Drug 2: CC(C)NC(=O)C1=CC=C(C=C1)CNNC.Cl. Cell line: NCI-H322M. Synergy scores: CSS=-0.426, Synergy_ZIP=1.91, Synergy_Bliss=1.84, Synergy_Loewe=-1.94, Synergy_HSA=-1.72. (3) Drug 1: CC1C(C(CC(O1)OC2CC(CC3=C2C(=C4C(=C3O)C(=O)C5=C(C4=O)C(=CC=C5)OC)O)(C(=O)C)O)N)O.Cl. Drug 2: C1CC(C1)(C(=O)O)C(=O)O.[NH2-].[NH2-].[Pt+2]. Cell line: 786-0. Synergy scores: CSS=56.2, Synergy_ZIP=-3.90, Synergy_Bliss=-1.70, Synergy_Loewe=-0.131, Synergy_HSA=0.198. (4) Drug 1: COC1=NC(=NC2=C1N=CN2C3C(C(C(O3)CO)O)O)N. Drug 2: C1=CC=C(C(=C1)C(C2=CC=C(C=C2)Cl)C(Cl)Cl)Cl. Cell line: HT29. Synergy scores: CSS=21.3, Synergy_ZIP=0.873, Synergy_Bliss=1.18, Synergy_Loewe=-14.5, Synergy_HSA=-0.118. (5) Drug 1: CCC(=C(C1=CC=CC=C1)C2=CC=C(C=C2)OCCN(C)C)C3=CC=CC=C3.C(C(=O)O)C(CC(=O)O)(C(=O)O)O. Drug 2: CS(=O)(=O)OCCCCOS(=O)(=O)C. Cell line: SF-539. Synergy scores: CSS=5.79, Synergy_ZIP=2.24, Synergy_Bliss=8.27, Synergy_Loewe=-0.0105, Synergy_HSA=0.361. (6) Drug 1: CC(CN1CC(=O)NC(=O)C1)N2CC(=O)NC(=O)C2. Drug 2: C(CCl)NC(=O)N(CCCl)N=O. Cell line: SNB-19. Synergy scores: CSS=11.1, Synergy_ZIP=-4.35, Synergy_Bliss=-3.61, Synergy_Loewe=-5.20, Synergy_HSA=-4.85. (7) Drug 1: CS(=O)(=O)C1=CC(=C(C=C1)C(=O)NC2=CC(=C(C=C2)Cl)C3=CC=CC=N3)Cl. Drug 2: CC1C(C(CC(O1)OC2CC(CC3=C2C(=C4C(=C3O)C(=O)C5=C(C4=O)C(=CC=C5)OC)O)(C(=O)C)O)N)O.Cl. Cell line: SW-620. Synergy scores: CSS=41.8, Synergy_ZIP=7.39, Synergy_Bliss=11.7, Synergy_Loewe=-34.0, Synergy_HSA=9.30.